From a dataset of Full USPTO retrosynthesis dataset with 1.9M reactions from patents (1976-2016). Predict the reactants needed to synthesize the given product. (1) Given the product [O:18]1[CH2:19][CH2:20][O:21][C:16]2[CH:15]=[C:14]([NH:12][C:13]3[N:29]4[CH:30]=[C:25]([F:24])[CH:26]=[CH:27][C:28]4=[N:31][C:6]=3[C:5]3[C:8]([CH3:10])=[CH:9][C:2]([OH:1])=[CH:3][C:4]=3[CH3:11])[CH:23]=[CH:22][C:17]1=2, predict the reactants needed to synthesize it. The reactants are: [OH:1][C:2]1[CH:9]=[C:8]([CH3:10])[C:5]([CH:6]=O)=[C:4]([CH3:11])[CH:3]=1.[N+:12]([C:14]1[CH:23]=[CH:22][C:17]2[O:18][CH2:19][CH2:20][O:21][C:16]=2[CH:15]=1)#[C-:13].[F:24][C:25]1[CH:26]=[CH:27][C:28]([NH2:31])=[N:29][CH:30]=1.[Br-].C([N+]1C=CN(C)C=1)CCC. (2) Given the product [CH2:15]([NH:21][C:22]1[CH:23]=[CH:24][C:25]([C:28]2[CH:29]=[CH:30][C:31]([NH:34][C:35]([C:37]3[CH:42]=[C:41]([N+:43]([O-:45])=[O:44])[CH:40]=[CH:39][C:38]=3[Cl:46])=[O:36])=[CH:32][CH:33]=2)=[CH:26][CH:27]=1)[CH2:16][CH2:17][CH2:18][CH3:19], predict the reactants needed to synthesize it. The reactants are: C(O[BH-](OC(=O)C)OC(=O)C)(=O)C.[Na+].[CH:15](=O)[CH2:16][CH2:17][CH2:18][CH3:19].[NH2:21][C:22]1[CH:27]=[CH:26][C:25]([C:28]2[CH:33]=[CH:32][C:31]([NH:34][C:35]([C:37]3[CH:42]=[C:41]([N+:43]([O-:45])=[O:44])[CH:40]=[CH:39][C:38]=3[Cl:46])=[O:36])=[CH:30][CH:29]=2)=[CH:24][CH:23]=1.C(=O)(O)[O-].[Na+]. (3) Given the product [CH2:10]([C:3]([CH2:1][CH3:2])([C:7]([O-:9])=[O:8])[C:4]([O-:6])=[O:5])[CH3:11].[Ag+2:22], predict the reactants needed to synthesize it. The reactants are: [CH2:1]([C:3]([CH2:10][CH3:11])([C:7]([OH:9])=[O:8])[C:4]([OH:6])=[O:5])[CH3:2].[OH-].[Na+].[N+]([O-])(O)=O.[N+]([O-])([O-])=O.[Ag+:22]. (4) Given the product [F:1][C:2]1[CH:8]=[CH:7][CH:6]=[CH:5][C:3]=1[NH:4][C:12]1[CH:17]=[CH:16][CH:15]=[CH:14][C:13]=1[N+:18]([O-:20])=[O:19], predict the reactants needed to synthesize it. The reactants are: [F:1][C:2]1[CH:8]=[CH:7][CH:6]=[CH:5][C:3]=1[NH2:4].[H-].[Na+].F[C:12]1[CH:17]=[CH:16][CH:15]=[CH:14][C:13]=1[N+:18]([O-:20])=[O:19]. (5) The reactants are: [Cl:1][C:2]1[CH:7]=[CH:6][CH:5]=[CH:4][C:3]=1[C:8]1[CH:13]=[CH:12][N:11]=[CH:10][C:9]=1[NH:14][CH2:15][CH:16]1[CH2:18][CH2:17]1.[F:19][C:20]([F:35])([F:34])[C:21]1[CH:22]=[C:23]([CH:27]=[C:28]([C:30]([F:33])([F:32])[F:31])[CH:29]=1)[C:24](Cl)=[O:25]. Given the product [Cl:1][C:2]1[CH:7]=[CH:6][CH:5]=[CH:4][C:3]=1[C:8]1[CH:13]=[CH:12][N:11]=[CH:10][C:9]=1[N:14]([CH2:15][CH:16]1[CH2:17][CH2:18]1)[C:24](=[O:25])[C:23]1[CH:27]=[C:28]([C:30]([F:31])([F:32])[F:33])[CH:29]=[C:21]([C:20]([F:19])([F:34])[F:35])[CH:22]=1, predict the reactants needed to synthesize it. (6) Given the product [F:12][C:11]1[CH:10]=[CH:9][CH:8]=[C:3]2[C:2]=1[NH:15][N:14]=[C:4]2[OH:5], predict the reactants needed to synthesize it. The reactants are: F[C:2]1[C:11]([F:12])=[CH:10][CH:9]=[CH:8][C:3]=1[C:4](OC)=[O:5].O.[NH2:14][NH2:15]. (7) Given the product [N:5]1[CH:6]=[CH:7][N:21]=[CH:3][C:4]=1[CH:8]1[CH2:9][N:10]([C:12]([O:14][C:15]([CH3:16])([CH3:17])[CH3:18])=[O:13])[CH2:11]1, predict the reactants needed to synthesize it. The reactants are: CC1[CH:7]=[CH:6][N:5]=[C:4]([CH:8]2[CH2:11][N:10]([C:12]([O:14][C:15]([CH3:18])([CH3:17])[CH3:16])=[O:13])[CH2:9]2)[CH:3]=1.IC1C=NC=C[N:21]=1. (8) Given the product [F:1][C:2]1[C:3]([N+:17]([O-:19])=[O:18])=[CH:4][C:5]2[O:9][C:8]([CH3:10])=[N:7][C:6]=2[CH:11]=1, predict the reactants needed to synthesize it. The reactants are: [F:1][C:2]1[CH:3]=[CH:4][C:5]2[O:9][C:8]([CH3:10])=[N:7][C:6]=2[CH:11]=1.S(=O)(=O)(O)O.[N+:17]([O-])([OH:19])=[O:18].